From a dataset of Peptide-MHC class I binding affinity with 185,985 pairs from IEDB/IMGT. Regression. Given a peptide amino acid sequence and an MHC pseudo amino acid sequence, predict their binding affinity value. This is MHC class I binding data. (1) The peptide sequence is LAKKTLAPF. The MHC is HLA-B15:01 with pseudo-sequence HLA-B15:01. The binding affinity (normalized) is 0.930. (2) The peptide sequence is RVATENIAV. The MHC is HLA-B48:01 with pseudo-sequence HLA-B48:01. The binding affinity (normalized) is 0.0847. (3) The peptide sequence is TNIRQAGVQYSR. The MHC is HLA-B53:01 with pseudo-sequence HLA-B53:01. The binding affinity (normalized) is 0. (4) The peptide sequence is SSARYDVAL. The MHC is HLA-A80:01 with pseudo-sequence HLA-A80:01. The binding affinity (normalized) is 0.0847. (5) The peptide sequence is MCIKYTACM. The MHC is HLA-A32:01 with pseudo-sequence HLA-A32:01. The binding affinity (normalized) is 0.104. (6) The peptide sequence is YPQLSAIAL. The MHC is HLA-A69:01 with pseudo-sequence HLA-A69:01. The binding affinity (normalized) is 0.359. (7) The MHC is HLA-A02:02 with pseudo-sequence HLA-A02:02. The binding affinity (normalized) is 0.940. The peptide sequence is FVTIYSHLL. (8) The peptide sequence is ESSVKEKDM. The MHC is HLA-A31:01 with pseudo-sequence HLA-A31:01. The binding affinity (normalized) is 0.0847. (9) The peptide sequence is EEEEAGVLW. The MHC is HLA-B44:03 with pseudo-sequence HLA-B44:03. The binding affinity (normalized) is 0.530.